Task: Predict the reaction yield, written as a fraction of the theoretical maximum amount of product (1.0 means a 100% yield; for example, 0.34 means a 34% yield).. Dataset: Reaction yield outcomes from USPTO patents with 853,638 reactions (1) The reactants are [Cl:1][C:2]1[CH:3]=[C:4]([CH:8]=[CH:9][CH:10]=1)[C:5](Cl)=[O:6].C(N(CC)CC)C.[NH2:18][CH2:19][C:20]1[CH:36]=[CH:35][C:23]([C:24]([N:26]([C:28]2[CH:33]=[CH:32][C:31]([Cl:34])=[CH:30][CH:29]=2)[CH3:27])=[O:25])=[CH:22][C:21]=1[CH3:37]. The catalyst is ClCCl. The product is [Cl:1][C:2]1[CH:3]=[C:4]([CH:8]=[CH:9][CH:10]=1)[C:5]([NH:18][CH2:19][C:20]1[CH:36]=[CH:35][C:23]([C:24]([N:26]([C:28]2[CH:33]=[CH:32][C:31]([Cl:34])=[CH:30][CH:29]=2)[CH3:27])=[O:25])=[CH:22][C:21]=1[CH3:37])=[O:6]. The yield is 0.690. (2) The reactants are Cl[C:2]1[C:7](Cl)=[N:6][CH:5]=[CH:4][N:3]=1.[CH3:9][C:10]1[CH:11]=[C:12](B(O)O)[CH:13]=[C:14]([CH3:16])[CH:15]=1.C(=O)([O-])[O-].[Na+].[Na+]. The catalyst is Cl[Pd](Cl)([P](C1C=CC=CC=1)(C1C=CC=CC=1)C1C=CC=CC=1)[P](C1C=CC=CC=1)(C1C=CC=CC=1)C1C=CC=CC=1.O.C(#N)C. The product is [CH3:9][C:10]1[CH:11]=[C:12]([C:2]2[C:7]([C:12]3[CH:13]=[C:14]([CH3:16])[CH:15]=[C:10]([CH3:9])[CH:11]=3)=[N:6][CH:5]=[CH:4][N:3]=2)[CH:13]=[C:14]([CH3:16])[CH:15]=1. The yield is 0.440. (3) The reactants are [CH2:1]([S:4][C:5]1[C:10]([F:11])=[CH:9][NH:8][C:7](=[O:12])[N:6]=1)[CH:2]=[CH2:3].[S:13]1[CH:17]=[CH:16][C:15](B(O)O)=[CH:14]1.N1C=CC=CC=1.C(N(CC(O)=O)CC(O)=O)CN(CC(O)=O)CC(O)=O. The catalyst is C(Cl)Cl.O.CC([O-])=O.CC([O-])=O.[Cu+2]. The product is [CH2:1]([S:4][C:5]1[C:10]([F:11])=[CH:9][N:8]([C:15]2[CH:16]=[CH:17][S:13][CH:14]=2)[C:7](=[O:12])[N:6]=1)[CH:2]=[CH2:3]. The yield is 0.290. (4) The reactants are Cl[CH2:2][C:3]1[C:11]([F:12])=[CH:10][C:6]2[O:7][CH2:8][O:9][C:5]=2[CH:4]=1.[C-:13]#[N:14].[Na+].O. The catalyst is CS(C)=O. The product is [F:12][C:11]1[C:3]([CH2:2][C:13]#[N:14])=[CH:4][C:5]2[O:9][CH2:8][O:7][C:6]=2[CH:10]=1. The yield is 0.700. (5) The reactants are [O:1]1[C:5]2[CH:6]=[CH:7][C:8]([C:10]3([C:13]([NH:15][C:16]4[CH:17]=[CH:18][C:19]([CH2:33][C:34]#[N:35])=[C:20]([C:22]5[CH:27]=[CH:26][C:25]([C:28]([N:30]([CH3:32])[CH3:31])=[O:29])=[CH:24][CH:23]=5)[CH:21]=4)=[O:14])[CH2:12][CH2:11]3)=[CH:9][C:4]=2[O:3][CH2:2]1.[N-:36]=[N+:37]=[N-:38].[Na+].[Cl-].[NH4+]. The catalyst is CN(C)C=O. The product is [NH:36]1[C:34]([CH2:33][C:19]2[CH:18]=[CH:17][C:16]([NH:15][C:13]([C:10]3([C:8]4[CH:7]=[CH:6][C:5]5[O:1][CH2:2][O:3][C:4]=5[CH:9]=4)[CH2:11][CH2:12]3)=[O:14])=[CH:21][C:20]=2[C:22]2[CH:27]=[CH:26][C:25]([C:28]([N:30]([CH3:32])[CH3:31])=[O:29])=[CH:24][CH:23]=2)=[N:35][N:38]=[N:37]1. The yield is 0.260.